This data is from NCI-60 drug combinations with 297,098 pairs across 59 cell lines. The task is: Regression. Given two drug SMILES strings and cell line genomic features, predict the synergy score measuring deviation from expected non-interaction effect. (1) Drug 1: C1CCC(C1)C(CC#N)N2C=C(C=N2)C3=C4C=CNC4=NC=N3. Drug 2: CNC(=O)C1=NC=CC(=C1)OC2=CC=C(C=C2)NC(=O)NC3=CC(=C(C=C3)Cl)C(F)(F)F. Cell line: M14. Synergy scores: CSS=-1.94, Synergy_ZIP=-7.08, Synergy_Bliss=-5.70, Synergy_Loewe=-27.2, Synergy_HSA=-13.5. (2) Drug 1: CN1C2=C(C=C(C=C2)N(CCCl)CCCl)N=C1CCCC(=O)O.Cl. Drug 2: CCC1(C2=C(COC1=O)C(=O)N3CC4=CC5=C(C=CC(=C5CN(C)C)O)N=C4C3=C2)O.Cl. Cell line: SW-620. Synergy scores: CSS=34.4, Synergy_ZIP=1.81, Synergy_Bliss=3.53, Synergy_Loewe=-25.0, Synergy_HSA=2.65.